From a dataset of M1 muscarinic receptor antagonist screen with 61,756 compounds. Binary Classification. Given a drug SMILES string, predict its activity (active/inactive) in a high-throughput screening assay against a specified biological target. (1) The compound is O1c2c(OCC1)cc(c(NC(=O)C(C)C)c2)C(=O)c1ccccc1. The result is 0 (inactive). (2) The drug is o1nc(C(=O)Nc2c(n(n(c2=O)c2ccccc2)C)C)cc1C(C)C. The result is 0 (inactive). (3) The drug is s1c(NC(=O)c2c(O)cccc2)nc(c1)C. The result is 0 (inactive). (4) The result is 0 (inactive). The drug is FC(F)(F)c1n2ncc(C(=O)N3CCCc4c3cccc4)c2nc(c1)c1occc1. (5) The compound is O1c2c(C(C(C)C)C(=C1N)C#N)c(=O)n(c(c2)C)CCc1ccccc1. The result is 0 (inactive).